This data is from Reaction yield outcomes from USPTO patents with 853,638 reactions. The task is: Predict the reaction yield, written as a fraction of the theoretical maximum amount of product (1.0 means a 100% yield; for example, 0.34 means a 34% yield). (1) The reactants are C(N(CC)CC)C.[C:8]([O:31][CH2:32][CH2:33][O:34][CH2:35][CH2:36][OH:37])(=[O:30])[CH2:9][CH2:10][CH2:11][CH2:12][CH2:13][CH2:14][CH2:15][CH2:16][CH2:17][CH2:18][CH2:19][CH2:20][CH2:21][CH2:22][CH2:23][CH2:24][CH2:25][CH2:26][CH2:27][CH2:28][CH3:29].[C:38]1([CH3:48])[CH:43]=[CH:42][C:41]([S:44](Cl)(=[O:46])=[O:45])=[CH:40][CH:39]=1.O. The catalyst is ClCCl. The product is [C:8]([O:31][CH2:32][CH2:33][O:34][CH2:35][CH2:36][O:37][S:44]([C:41]1[CH:42]=[CH:43][C:38]([CH3:48])=[CH:39][CH:40]=1)(=[O:46])=[O:45])(=[O:30])[CH2:9][CH2:10][CH2:11][CH2:12][CH2:13][CH2:14][CH2:15][CH2:16][CH2:17][CH2:18][CH2:19][CH2:20][CH2:21][CH2:22][CH2:23][CH2:24][CH2:25][CH2:26][CH2:27][CH2:28][CH3:29]. The yield is 0.740. (2) The reactants are [Cl:1][C:2]1[CH:3]=[C:4]([NH:9][C:10]2[N:15]=[C:14]([NH:16][CH2:17][C:18]3[N:22](C(OC(C)(C)C)=O)[C:21]4[CH:30]=[CH:31][CH:32]=[CH:33][C:20]=4[N:19]=3)[C:13]([C:34]3[CH:35]=[N:36][CH:37]=[C:38]([C:40]([O:42][CH2:43][CH3:44])=[O:41])[CH:39]=3)=[CH:12][N:11]=2)[CH:5]=[CH:6][C:7]=1[F:8].Cl. The catalyst is O1CCOCC1. The product is [ClH:1].[NH:19]1[C:20]2[CH:33]=[CH:32][CH:31]=[CH:30][C:21]=2[N:22]=[C:18]1[CH2:17][NH:16][C:14]1[C:13]([C:34]2[CH:39]=[C:38]([C:40]([O:42][CH2:43][CH3:44])=[O:41])[CH:37]=[N:36][CH:35]=2)=[CH:12][N:11]=[C:10]([NH:9][C:4]2[CH:5]=[CH:6][C:7]([F:8])=[C:2]([Cl:1])[CH:3]=2)[N:15]=1. The yield is 0.370. (3) The reactants are [C@@H:1]12[CH2:7][C@@H:4]([CH:5]=[CH:6]1)[C:3](=[O:8])[NH:2]2.[C:9](O[C:9]([O:11][C:12]([CH3:15])([CH3:14])[CH3:13])=[O:10])([O:11][C:12]([CH3:15])([CH3:14])[CH3:13])=[O:10]. The catalyst is C1COCC1.CN(C1C=CN=CC=1)C. The product is [O:8]=[C:3]1[C@H:4]2[CH2:7][C@H:1]([CH:6]=[CH:5]2)[N:2]1[C:9]([O:11][C:12]([CH3:15])([CH3:14])[CH3:13])=[O:10]. The yield is 0.930.